This data is from Reaction yield outcomes from USPTO patents with 853,638 reactions. The task is: Predict the reaction yield, written as a fraction of the theoretical maximum amount of product (1.0 means a 100% yield; for example, 0.34 means a 34% yield). (1) The reactants are C(NC1C=C(C=C(C2OC=CN=2)C=1)[C:13]([NH:15][C@@H:16]([CH2:44][C:45]1[CH:50]=[CH:49][CH:48]=[CH:47][CH:46]=1)[C@@H:17]([C@H:26]1[CH2:30][C@@H:29]([S:31]([CH2:34][CH2:35][CH3:36])(=[O:33])=[O:32])[CH2:28][N:27]1C(OC(C)(C)C)=O)[O:18][Si](C(C)(C)C)(C)C)=[O:14])(=O)C1C=CC=CC=1.[CH2:59]([N:62]([CH2:79][CH2:80][CH3:81])[C:63]([C:65]1[CH:66]=[C:67]([CH:71]=[C:72]([C:74]2[O:75][CH:76]=[CH:77][N:78]=2)[CH:73]=1)C(O)=O)=[O:64])[CH2:60][CH3:61].CN(C(ON1N=NC2C=CC=NC1=2)=[N+](C)C)C.F[P-](F)(F)(F)(F)F.CCN(C(C)C)C(C)C. The catalyst is C(Cl)Cl. The product is [OH:18][C@H:17]([C@H:26]1[CH2:30][C@@H:29]([S:31]([CH2:34][CH2:35][CH3:36])(=[O:33])=[O:32])[CH2:28][NH:27]1)[C@@H:16]([NH:15][C:13](=[O:14])[C:67]1[CH:71]=[C:72]([C:74]2[O:75][CH:76]=[CH:77][N:78]=2)[CH:73]=[C:65]([C:63]([N:62]([CH2:59][CH2:60][CH3:61])[CH2:79][CH2:80][CH3:81])=[O:64])[CH:66]=1)[CH2:44][C:45]1[CH:46]=[CH:47][CH:48]=[CH:49][CH:50]=1. The yield is 0.980. (2) The reactants are C([N:4]1[C:12]2[C:7](=[CH:8][C:9]([C:13](Cl)=[O:14])=[CH:10][CH:11]=2)[C:6]([C:16]2[CH:21]=[CH:20][C:19]([F:22])=[CH:18][CH:17]=2)=[N:5]1)(=O)C.N1[CH:28]=[CH:27]C=CC=1.[OH-:29].[NH4+].O. The catalyst is C(O)C. The product is [F:22][C:19]1[CH:20]=[CH:21][C:16]([C:6]2[C:7]3[C:12](=[CH:11][CH:10]=[C:9]([C:13]([O:29][CH2:27][CH3:28])=[O:14])[CH:8]=3)[NH:4][N:5]=2)=[CH:17][CH:18]=1. The yield is 1.00. (3) The reactants are [Br:1][C:2]1[C:3](F)=[C:4]2[C:10]([NH:11][C:12](=[O:15])[CH2:13][OH:14])=[CH:9][NH:8][C:5]2=[N:6][CH:7]=1.[NH:17]1[CH2:22][CH2:21][CH2:20][C@@H:19]([NH:23][C:24](=[O:30])[O:25][C:26]([CH3:29])([CH3:28])[CH3:27])[CH2:18]1.CCN(C(C)C)C(C)C.CC#N.O. The catalyst is CCCCO. The product is [Br:1][C:2]1[C:3]([N:17]2[CH2:22][CH2:21][CH2:20][C@@H:19]([NH:23][C:24](=[O:30])[O:25][C:26]([CH3:28])([CH3:27])[CH3:29])[CH2:18]2)=[C:4]2[C:10]([NH:11][C:12](=[O:15])[CH2:13][OH:14])=[CH:9][NH:8][C:5]2=[N:6][CH:7]=1. The yield is 0.680. (4) The reactants are Cl.[N:2]1[CH:7]=[CH:6][CH:5]=[CH:4][C:3]=1[C:8]1[CH2:9][CH2:10][NH:11][CH2:12][CH:13]=1.C=O.[F:16][C:17]1[CH:18]=[C:19]([CH:23]=[CH:24][C:25]=1[F:26])[C:20]([NH2:22])=[O:21].[C:27](=O)([O-])[O-].[K+].[K+]. The catalyst is C(O)C. The product is [N:2]1[CH:7]=[CH:6][CH:5]=[CH:4][C:3]=1[C:8]1[CH2:9][CH2:10][N:11]([CH2:27][NH:22][C:20](=[O:21])[C:19]2[CH:23]=[CH:24][C:25]([F:26])=[C:17]([F:16])[CH:18]=2)[CH2:12][CH:13]=1. The yield is 0.550.